This data is from Forward reaction prediction with 1.9M reactions from USPTO patents (1976-2016). The task is: Predict the product of the given reaction. (1) Given the reactants [CH3:1][C:2]1[C:10]([CH3:11])=[CH:9][CH:8]=[CH:7][C:3]=1[C:4]([OH:6])=O.[N:12]1([CH:18]([C:21]2[CH:26]=[CH:25][CH:24]=[CH:23][N:22]=2)[CH2:19][NH2:20])[CH2:17][CH2:16][O:15][CH2:14][CH2:13]1, predict the reaction product. The product is: [CH3:1][C:2]1[C:10]([CH3:11])=[CH:9][CH:8]=[CH:7][C:3]=1[C:4]([NH:20][CH2:19][CH:18]([N:12]1[CH2:13][CH2:14][O:15][CH2:16][CH2:17]1)[C:21]1[CH:26]=[CH:25][CH:24]=[CH:23][N:22]=1)=[O:6]. (2) Given the reactants [C:1]([O:5][C:6]([NH:8][CH2:9][C:10]([OH:12])=O)=[O:7])([CH3:4])([CH3:3])[CH3:2].C(N1C=CN=C1)(N1C=CN=C1)=O.[NH2:25][C@H:26]1[CH2:31][CH2:30][C@H:29]([NH:32][C:33](=[O:47])[C:34]2[CH:39]=[CH:38][C:37]([C:40]3[CH:45]=[CH:44][CH:43]=[C:42]([F:46])[CH:41]=3)=[N:36][CH:35]=2)[CH2:28][CH2:27]1.C(N(CC)C(C)C)(C)C, predict the reaction product. The product is: [C:1]([O:5][C:6](=[O:7])[NH:8][CH2:9][C:10]([NH:25][C@H:26]1[CH2:27][CH2:28][C@H:29]([NH:32][C:33]([C:34]2[CH:35]=[N:36][C:37]([C:40]3[CH:45]=[CH:44][CH:43]=[C:42]([F:46])[CH:41]=3)=[CH:38][CH:39]=2)=[O:47])[CH2:30][CH2:31]1)=[O:12])([CH3:2])([CH3:3])[CH3:4]. (3) Given the reactants [O:1]1[CH2:5][CH2:4][O:3][CH:2]1[CH2:6][Mg]Br.[Br-].[Li+].[CH3:11][C:12]1([CH3:19])[O:16][C@H:15]([CH:17]=[O:18])[CH2:14][O:13]1.[Cl-].[NH4+], predict the reaction product. The product is: [CH3:11][C:12]1([CH3:19])[O:16][CH:15]([CH:17]([OH:18])[CH2:6][CH:2]2[O:3][CH2:4][CH2:5][O:1]2)[CH2:14][O:13]1. (4) Given the reactants Br[C:2]1[N:7]=[C:6]2[S:8][C:9]([NH:11][C:12]3[O:13][C@:14]4([CH2:22][N:23]=3)[CH:19]3[CH2:20][CH2:21][N:16]([CH2:17][CH2:18]3)[CH2:15]4)=[N:10][C:5]2=[N:4][CH:3]=1.Cl, predict the reaction product. The product is: [S:8]1[C:6]2=[N:7][CH:2]=[CH:3][N:4]=[C:5]2[N:10]=[C:9]1[NH:11][C:12]1[O:13][C@:14]2([CH2:22][N:23]=1)[CH:19]1[CH2:20][CH2:21][N:16]([CH2:17][CH2:18]1)[CH2:15]2. (5) Given the reactants [Si]([O:8][C:9]1[CH:10]=[CH:11][C:12]2[CH2:18][C:17]([C:21]3[CH:26]=[CH:25][C:24]([O:27][Si](C(C)(C)C)(C)C)=[CH:23][CH:22]=3)([CH:19]=[CH2:20])[CH2:16][CH2:15][CH2:14][C:13]=2[CH:35]=1)(C(C)(C)C)(C)C.C(#N)C.N12CCOCCOCCN(CCOCCOCC1)CCOCCOCC2.C(=O)([O-])[O-].[K+].[K+], predict the reaction product. The product is: [OH:27][C:24]1[CH:23]=[CH:22][C:21]([C:17]2([CH:19]=[CH2:20])[CH2:16][CH2:15][CH2:14][C:13]3[CH:35]=[C:9]([OH:8])[CH:10]=[CH:11][C:12]=3[CH2:18]2)=[CH:26][CH:25]=1.